Dataset: Catalyst prediction with 721,799 reactions and 888 catalyst types from USPTO. Task: Predict which catalyst facilitates the given reaction. (1) Reactant: [S:1]([O:8]S(C(F)(F)F)(=O)=O)([C:4]([F:7])([F:6])[F:5])(=[O:3])=[O:2].[CH3:16][CH:17]1[CH2:22][CH2:21][C:20](=O)[CH2:19][CH2:18]1.C(C1C=C(C)C=C(C(C)(C)C)N=1)(C)(C)C. Product: [F:5][C:4]([F:7])([F:6])[S:1]([O:8][C:20]1[CH2:21][CH2:22][CH:17]([CH3:16])[CH2:18][CH:19]=1)(=[O:3])=[O:2]. The catalyst class is: 2. (2) Reactant: Cl.O1CCOCC1.[Cl:8][C:9]1[CH:14]=[CH:13][C:12]([CH:15]([NH:19]C(=O)OC(C)(C)C)[CH2:16][C:17]#[N:18])=[CH:11][CH:10]=1. Product: [NH2:19][CH:15]([C:12]1[CH:11]=[CH:10][C:9]([Cl:8])=[CH:14][CH:13]=1)[CH2:16][C:17]#[N:18]. The catalyst class is: 2. (3) Reactant: [CH3:1][NH:2]C(O)C.[H-].[Na+].[CH2:17]1O[CH2:21][CH2:20][O:19][CH2:18][CH2:17]OCCO[CH2:21][CH2:20][O:19][CH2:18]1.[CH3:23][C:24]1[CH:29]=[C:28]([NH:30][C:31]2[C:40]3[C:35](=CC=[CH:38][C:39]=3F)[N:34]=[CH:33][N:32]=2)[CH:27]=[CH:26][C:25]=1[OH:42]. Product: [CH3:23][C:24]1[CH:29]=[C:28]([NH:30][C:31]2[C:21]3[C:35](=[CH:40][CH:39]=[CH:38][C:20]=3[O:19][CH2:18][CH2:17][NH:2][CH3:1])[N:34]=[CH:33][N:32]=2)[CH:27]=[CH:26][C:25]=1[OH:42]. The catalyst class is: 44. (4) Reactant: [Cl:1][C:2]1[CH:3]=[C:4]2[C:10]([C:11]3[N:16]=[C:15]([NH:17][CH:18]4[CH2:23][CH2:22][CH2:21][CH:20]([C:24]([NH:26][CH2:27][CH3:28])=[O:25])[CH:19]4[OH:29])[C:14]([F:30])=[CH:13][N:12]=3)=[CH:9][N:8](S(C3C=CC(C)=CC=3)(=O)=O)[C:5]2=[N:6][CH:7]=1.C[O-].[Na+]. Product: [Cl:1][C:2]1[CH:3]=[C:4]2[C:10]([C:11]3[N:16]=[C:15]([NH:17][CH:18]4[CH2:23][CH2:22][CH2:21][CH:20]([C:24]([NH:26][CH2:27][CH3:28])=[O:25])[CH:19]4[OH:29])[C:14]([F:30])=[CH:13][N:12]=3)=[CH:9][NH:8][C:5]2=[N:6][CH:7]=1. The catalyst class is: 5. (5) Reactant: [N:1]1([C@@H:6]([CH2:11][C:12](OC)=[O:13])[C:7](OC)=[O:8])[CH:5]=[CH:4][CH:3]=[CH:2]1.[Li+].[BH4-]. Product: [N:1]1([C@@H:6]([CH2:11][CH2:12][OH:13])[CH2:7][OH:8])[CH:5]=[CH:4][CH:3]=[CH:2]1. The catalyst class is: 1.